This data is from Full USPTO retrosynthesis dataset with 1.9M reactions from patents (1976-2016). The task is: Predict the reactants needed to synthesize the given product. (1) The reactants are: [N+:1]([C:4]1[CH:9]=[CH:8][C:7]([CH:10]([CH2:16][S:17]([OH:20])(=O)=[O:18])[CH2:11][S:12]([OH:15])(=[O:14])=[O:13])=[CH:6][CH:5]=1)([O-:3])=[O:2].O=P(Cl)(Cl)Cl. Given the product [N+:1]([C:4]1[CH:5]=[CH:6][C:7]([CH:10]2[CH2:11][S:12](=[O:15])(=[O:13])[O:14][S:17](=[O:20])(=[O:18])[CH2:16]2)=[CH:8][CH:9]=1)([O-:3])=[O:2], predict the reactants needed to synthesize it. (2) Given the product [Si:1]([O:8][C@@H:9]1[CH2:14][CH2:13][CH2:12][N:11]([C:15]2[CH:20]=[CH:19][C:18]([C:21]([F:23])([F:22])[F:24])=[CH:17][C:16]=2[NH:25][C:36](=[O:37])[C:35]2[CH:39]=[C:40]([I:43])[CH:41]=[CH:42][C:34]=2[F:33])[CH2:10]1)([C:4]([CH3:7])([CH3:6])[CH3:5])([CH3:3])[CH3:2], predict the reactants needed to synthesize it. The reactants are: [Si:1]([O:8][C@@H:9]1[CH2:14][CH2:13][CH2:12][N:11]([C:15]2[CH:20]=[CH:19][C:18]([C:21]([F:24])([F:23])[F:22])=[CH:17][C:16]=2[NH2:25])[CH2:10]1)([C:4]([CH3:7])([CH3:6])[CH3:5])([CH3:3])[CH3:2].C(N(CC)CC)C.[F:33][C:34]1[CH:42]=[CH:41][C:40]([I:43])=[CH:39][C:35]=1[C:36](Cl)=[O:37].CCOC(C)=O. (3) Given the product [NH2:8][C@H:9]([C:10]([NH:11][C@H:6]([C:7]([OH:17])=[O:18])[CH2:5][CH2:4][S:3][CH3:2])=[O:12])[CH2:13][CH2:14][S:15][CH3:16], predict the reactants needed to synthesize it. The reactants are: Cl.[CH3:2][S:3][CH2:4][CH2:5][CH:6]1[NH:11][C:10](=[O:12])[CH:9]([CH2:13][CH2:14][S:15][CH3:16])[NH:8][C:7]1=[O:17].[OH2:18].